This data is from Forward reaction prediction with 1.9M reactions from USPTO patents (1976-2016). The task is: Predict the product of the given reaction. (1) Given the reactants [S-:1][C:2]#[N:3].[K+].C(O)(=O)C.Br[CH2:10][CH2:11][CH2:12][CH2:13][CH2:14][CH2:15][C:16]([F:25])([C:21]([F:24])([F:23])[F:22])[C:17]([F:20])([F:19])[F:18], predict the reaction product. The product is: [F:18][C:17]([F:19])([F:20])[C:16]([F:25])([C:21]([F:22])([F:23])[F:24])[CH2:15][CH2:14][CH2:13][CH2:12][CH2:11][CH2:10][S:1][C:2]#[N:3]. (2) Given the reactants [F:1][C:2]1[CH:10]=[C:9]2[C:5]([C:6]([Sn](CCCC)(CCCC)CCCC)=[N:7][NH:8]2)=[CH:4][CH:3]=1.[CH3:24][O:25][CH2:26][C@@H:27]([NH:29][C:30]([C:32]1[C:40]2[C:35](=[N:36][CH:37]=[C:38](Br)[N:39]=2)[N:34]([CH2:42][O:43][CH2:44][CH2:45][Si:46]([CH3:49])([CH3:48])[CH3:47])[CH:33]=1)=[O:31])[CH3:28].CN(C=O)C, predict the reaction product. The product is: [CH3:24][O:25][CH2:26][C@@H:27]([NH:29][C:30]([C:32]1[C:40]2[C:35](=[N:36][CH:37]=[C:38]([C:6]3[C:5]4[C:9](=[CH:10][C:2]([F:1])=[CH:3][CH:4]=4)[NH:8][N:7]=3)[N:39]=2)[N:34]([CH2:42][O:43][CH2:44][CH2:45][Si:46]([CH3:48])([CH3:47])[CH3:49])[CH:33]=1)=[O:31])[CH3:28]. (3) Given the reactants [C:1]1([C:22]2[CH:27]=[CH:26][CH:25]=[CH:24][CH:23]=2)[CH:6]=[CH:5][C:4]([CH2:7][CH:8]2[C:17]3[C:12](=[CH:13][C:14]([O:20][CH3:21])=[C:15]([O:18][CH3:19])[CH:16]=3)[CH2:11][CH2:10][NH:9]2)=[CH:3][CH:2]=1.Cl.[CH2:29]([O:36]C1C=C2C(=CC=1[O:36][CH2:29][C:30]1[CH:35]=[CH:34][CH:33]=[CH:32][CH:31]=1)C(CC1C=CC(C3C=CC=CC=3)=CC=1)NCC2)[C:30]1[CH:35]=[CH:34][CH:33]=[CH:32][CH:31]=1.[OH-].[Na+].C(Cl)(=O)C1C=CC=CC=1, predict the reaction product. The product is: [C:1]1([C:22]2[CH:27]=[CH:26][CH:25]=[CH:24][CH:23]=2)[CH:2]=[CH:3][C:4]([CH2:7][CH:8]2[C:17]3[C:12](=[CH:13][C:14]([O:20][CH3:21])=[C:15]([O:18][CH3:19])[CH:16]=3)[CH2:11][CH2:10][N:9]2[C:29]([C:30]2[CH:35]=[CH:34][CH:33]=[CH:32][CH:31]=2)=[O:36])=[CH:5][CH:6]=1. (4) Given the reactants [F:1][C:2]1[C:3]([NH:12][C:13]2[CH:18]=[CH:17][C:16]([I:19])=[CH:15][C:14]=2[F:20])=[C:4]([CH:8]=[CH:9][C:10]=1[F:11])[C:5]([OH:7])=O.[CH3:21][C:22]1([CH3:30])[O:26][C@@H:25]([CH2:27][O:28][NH2:29])[CH2:24][O:23]1.CN1CCOCC1.C1(P(Cl)(C2C=CC=CC=2)=O)C=CC=CC=1, predict the reaction product. The product is: [CH3:21][C:22]1([CH3:30])[O:26][C@@H:25]([CH2:27][O:28][NH:29][C:5](=[O:7])[C:4]2[CH:8]=[CH:9][C:10]([F:11])=[C:2]([F:1])[C:3]=2[NH:12][C:13]2[CH:18]=[CH:17][C:16]([I:19])=[CH:15][C:14]=2[F:20])[CH2:24][O:23]1.